Task: Predict the product of the given reaction.. Dataset: Forward reaction prediction with 1.9M reactions from USPTO patents (1976-2016) (1) Given the reactants OC(C(F)(F)F)=O.[N:8]1([CH2:14][C:15]2[N:16]=[N:17][C:18]3[C:19](=[C:21]([NH2:26])[N:22]=[C:23]([NH2:25])[N:24]=3)[N:20]=2)[CH2:13][CH2:12][NH:11][CH2:10][CH2:9]1.[CH3:27][O:28][C:29]1[CH:30]=[C:31]([CH:34]=[CH:35][CH:36]=1)[CH2:32]Cl.C(=O)([O-])[O-].[K+].[K+].CC#N.O, predict the reaction product. The product is: [CH3:27][O:28][C:29]1[CH:30]=[C:31]([CH:34]=[CH:35][CH:36]=1)[CH2:32][N:11]1[CH2:12][CH2:13][N:8]([CH2:14][C:15]2[N:16]=[N:17][C:18]3[C:19](=[C:21]([NH2:26])[N:22]=[C:23]([NH2:25])[N:24]=3)[N:20]=2)[CH2:9][CH2:10]1. (2) Given the reactants [CH2:1]([N:8]1[C:16]2[C:11](=[CH:12][C:13]([O:17][CH3:18])=[CH:14][CH:15]=2)[C:10]([C:19]([NH:21][NH2:22])=[O:20])=[C:9]1[CH:23]([CH3:25])[CH3:24])[C:2]1[CH:7]=[CH:6][CH:5]=[CH:4][CH:3]=1.Cl.[C:27](=N)(OCC)[C:28]1[CH:33]=[CH:32][CH:31]=[CH:30][CH:29]=1, predict the reaction product. The product is: [CH2:1]([N:8]1[C:16]2[C:11](=[CH:12][C:13]([O:17][CH3:18])=[CH:14][CH:15]=2)[C:10]([C:19]2[O:20][C:27]([C:28]3[CH:33]=[CH:32][CH:31]=[CH:30][CH:29]=3)=[N:22][N:21]=2)=[C:9]1[CH:23]([CH3:25])[CH3:24])[C:2]1[CH:3]=[CH:4][CH:5]=[CH:6][CH:7]=1. (3) Given the reactants [NH2:1][C:2]1[C:3]2[N:4]([CH:18]=[CH:19][N:20]=2)[CH:5]=[C:6]([C:10]2[CH:15]=[CH:14][C:13]([Cl:16])=[CH:12][C:11]=2[Cl:17])[C:7]=1[C:8]#[N:9].B.C1COCC1.Cl.CO, predict the reaction product. The product is: [NH2:9][CH2:8][C:7]1[C:6]([C:10]2[CH:15]=[CH:14][C:13]([Cl:16])=[CH:12][C:11]=2[Cl:17])=[CH:5][N:4]2[CH:18]=[CH:19][N:20]=[C:3]2[C:2]=1[NH2:1]. (4) Given the reactants C([O:3][C:4]([CH:6]1[CH2:11][CH2:10][N:9]([CH2:12][C@H:13]2[N:18]([C:19]([C:21]3[CH:25]=[C:24]([CH3:26])[N:23]([C:27]4[CH:32]=[CH:31][CH:30]=[CH:29][CH:28]=4)[C:22]=3[C:33]3[CH:38]=[CH:37][CH:36]=[CH:35][CH:34]=3)=[O:20])[CH2:17][CH2:16][N:15]([C:39]([O:41][C:42]([CH3:45])([CH3:44])[CH3:43])=[O:40])[CH2:14]2)[CH2:8][CH2:7]1)=[O:5])C.[OH-].[Li+].Cl, predict the reaction product. The product is: [C:42]([O:41][C:39]([N:15]1[CH2:16][CH2:17][N:18]([C:19]([C:21]2[CH:25]=[C:24]([CH3:26])[N:23]([C:27]3[CH:32]=[CH:31][CH:30]=[CH:29][CH:28]=3)[C:22]=2[C:33]2[CH:34]=[CH:35][CH:36]=[CH:37][CH:38]=2)=[O:20])[C@H:13]([CH2:12][N:9]2[CH2:8][CH2:7][CH:6]([C:4]([OH:5])=[O:3])[CH2:11][CH2:10]2)[CH2:14]1)=[O:40])([CH3:45])([CH3:43])[CH3:44]. (5) Given the reactants [CH3:1][C:2]1[C:3](B(O)O)=[C:4]2[C:9](=[CH:10][CH:11]=1)[N:8]=[CH:7][CH:6]=[CH:5]2.[CH3:15][C:16]1[C:20]([C:21]2[CH:26]=[C:25]([NH2:27])[C:24]([NH2:28])=[C:23](I)[CH:22]=2)=[C:19]([CH3:30])[O:18][N:17]=1.C(=O)([O-])[O-].[Cs+].[Cs+], predict the reaction product. The product is: [CH3:15][C:16]1[C:20]([C:21]2[CH:26]=[C:25]([NH2:27])[C:24]([NH2:28])=[C:23]([C:3]3[C:2]([CH3:1])=[CH:11][CH:10]=[C:9]4[C:4]=3[CH:5]=[CH:6][CH:7]=[N:8]4)[CH:22]=2)=[C:19]([CH3:30])[O:18][N:17]=1. (6) Given the reactants [CH:1]1([C:4]2[NH:5][C:6]3[C:11]([CH:12]=2)=[C:10]([C:13]([F:16])([F:15])[F:14])[C:9]([C:17]#[N:18])=[CH:8][CH:7]=3)[CH2:3][CH2:2]1.[Br:19][C:20]1[CH:21]=[N:22][CH:23]=[C:24]([C:26]2[O:27][C:28]([CH2:31]Cl)=[N:29][N:30]=2)[CH:25]=1, predict the reaction product. The product is: [Br:19][C:20]1[CH:25]=[C:24]([C:26]2[O:27][C:28]([CH2:31][N:5]3[C:6]4[C:11](=[C:10]([C:13]([F:14])([F:15])[F:16])[C:9]([C:17]#[N:18])=[CH:8][CH:7]=4)[CH:12]=[C:4]3[CH:1]3[CH2:2][CH2:3]3)=[N:29][N:30]=2)[CH:23]=[N:22][CH:21]=1. (7) Given the reactants [CH2:1]([C:3]1[CH:4]=[C:5]([C:14]([OH:16])=[O:15])[C:6](=[CH:10][C:11]=1[CH2:12][CH3:13])[C:7]([OH:9])=O)[CH3:2], predict the reaction product. The product is: [CH2:12]([C:11]1[CH:10]=[C:6]2[C:7](=[O:9])[O:16][C:14](=[O:15])[C:5]2=[CH:4][C:3]=1[CH2:1][CH3:2])[CH3:13]. (8) Given the reactants [C:1]1(=[O:11])[NH:5][C:4](=[O:6])[C:3]2=[CH:7][CH:8]=[CH:9][CH:10]=[C:2]12.C1(P(C2C=CC=CC=2)C2C=CC=CC=2)C=CC=CC=1.CC(OC(/N=N/C(OC(C)C)=O)=O)C.[Br:45][C:46]1[CH:47]=[N:48][C:49]2[C:54]([CH:55]=1)=[CH:53][C:52]([CH2:56]O)=[CH:51][CH:50]=2, predict the reaction product. The product is: [Br:45][C:46]1[CH:47]=[N:48][C:49]2[C:54]([CH:55]=1)=[CH:53][C:52]([CH2:56][N:5]1[C:1](=[O:11])[C:2]3[C:3](=[CH:7][CH:8]=[CH:9][CH:10]=3)[C:4]1=[O:6])=[CH:51][CH:50]=2.